From a dataset of Reaction yield outcomes from USPTO patents with 853,638 reactions. Predict the reaction yield, written as a fraction of the theoretical maximum amount of product (1.0 means a 100% yield; for example, 0.34 means a 34% yield). (1) The reactants are [CH3:1][O:2][C:3]1[CH:4]=[C:5]2[C:10](=[C:11]([N:13]3[CH2:19][CH2:18][CH2:17][N:16]([CH3:20])[CH2:15][CH2:14]3)[CH:12]=1)[NH:9][C:8]([C:21]([OH:23])=O)=[CH:7][C:6]2=[O:24].C(N(C(C)C)CC)(C)C.CN(C(ON1N=NC2C=CC=CC1=2)=[N+](C)C)C.[B-](F)(F)(F)F.C1C=CC2N(O)N=NC=2C=1.[O:66]1[CH2:71][CH2:70][N:69]([C:72]2[CH:78]=[CH:77][C:75]([NH2:76])=[CH:74][CH:73]=2)[CH2:68][CH2:67]1. The catalyst is CN(C)C=O.CO. The product is [N:69]1([C:72]2[CH:73]=[CH:74][C:75]([NH:76][C:21]([C:8]3[NH:9][C:10]4[C:5]([C:6](=[O:24])[CH:7]=3)=[CH:4][C:3]([O:2][CH3:1])=[CH:12][C:11]=4[N:13]3[CH2:19][CH2:18][CH2:17][N:16]([CH3:20])[CH2:15][CH2:14]3)=[O:23])=[CH:77][CH:78]=2)[CH2:68][CH2:67][O:66][CH2:71][CH2:70]1. The yield is 0.690. (2) The catalyst is O1CCOCC1. The yield is 0.392. The reactants are Br[C:2]1[CH:3]=[C:4]([S:10]([CH2:13][CH2:14][O:15][CH:16]2[CH2:21][CH2:20][CH2:19][CH2:18][O:17]2)(=[O:12])=[O:11])[CH:5]=[CH:6][C:7]=1[O:8][CH3:9].[CH3:22][C:23]1([CH3:39])[C:27]([CH3:29])([CH3:28])[O:26][B:25]([B:25]2[O:26][C:27]([CH3:29])([CH3:28])[C:23]([CH3:39])([CH3:22])[O:24]2)[O:24]1.C(O[K])(C)=O.CC(=O)OCC. The product is [CH3:9][O:8][C:7]1[CH:6]=[CH:5][C:4]([S:10]([CH2:13][CH2:14][O:15][CH:16]2[CH2:21][CH2:20][CH2:19][CH2:18][O:17]2)(=[O:12])=[O:11])=[CH:3][C:2]=1[B:25]1[O:26][C:27]([CH3:29])([CH3:28])[C:23]([CH3:39])([CH3:22])[O:24]1. (3) The reactants are [Cl:1][C:2]1[C:7]([NH+:8]([O-])O)=[C:6]([Cl:11])[N:5]=[CH:4][N:3]=1. The catalyst is C(O)C. The product is [Cl:1][C:2]1[C:7]([NH2:8])=[C:6]([Cl:11])[N:5]=[CH:4][N:3]=1. The yield is 0.740.